Dataset: Acute oral toxicity (LD50) regression data from Zhu et al.. Task: Regression/Classification. Given a drug SMILES string, predict its toxicity properties. Task type varies by dataset: regression for continuous values (e.g., LD50, hERG inhibition percentage) or binary classification for toxic/non-toxic outcomes (e.g., AMES mutagenicity, cardiotoxicity, hepatotoxicity). Dataset: ld50_zhu. (1) The compound is NNC(=O)C(N)CS. The rat oral LD50 is 2.11, given as -log10 of the dose in mol/kg body weight (higher means more acutely toxic). (2) The compound is CC(C(=O)Nc1cc(-c2ccccc2)nn1-c1ccccc1)N(C)C. The rat oral LD50 is 2.43, given as -log10 of the dose in mol/kg body weight (higher means more acutely toxic). (3) The molecule is CCOC(=O)CI. The rat oral LD50 is 3.63, given as -log10 of the dose in mol/kg body weight (higher means more acutely toxic).